Dataset: Catalyst prediction with 721,799 reactions and 888 catalyst types from USPTO. Task: Predict which catalyst facilitates the given reaction. (1) Reactant: [NH:1]1[C:9]2[C:4](=[CH:5][CH:6]=[CH:7][CH:8]=2)[CH2:3][C:2]1=[O:10].[H-].[Na+].Cl[C:14]1[C:19]2=[C:20]([CH3:27])[C:21]([C:23]([O:25][CH3:26])=[O:24])=[CH:22][N:18]2[N:17]=[CH:16][N:15]=1.C(O)(=O)C. Product: [CH3:26][O:25][C:23]([C:21]1[C:20]([CH3:27])=[C:19]2[N:18]([CH:22]=1)[N:17]=[CH:16][N:15]=[C:14]2[CH:3]1[C:4]2[C:9](=[CH:8][CH:7]=[CH:6][CH:5]=2)[NH:1][C:2]1=[O:10])=[O:24]. The catalyst class is: 118. (2) Product: [Br:1][C:2]1[CH:7]=[CH:6][C:5]([C:8]([F:11])([F:10])[F:9])=[CH:4][C:3]=1[CH2:12][Br:15]. Reactant: [Br:1][C:2]1[CH:7]=[CH:6][C:5]([C:8]([F:11])([F:10])[F:9])=[CH:4][C:3]=1[CH2:12]O.C(Br)(Br)(Br)[Br:15].C1(P(C2C=CC=CC=2)C2C=CC=CC=2)C=CC=CC=1. The catalyst class is: 2. (3) Reactant: [C:1]1([CH:7]2[N:12]([S:13]([C:16]3[CH:21]=[CH:20][C:19]([CH3:22])=[CH:18][CH:17]=3)(=[O:15])=[O:14])[CH2:11][CH:10]3[C:8]2([C:23]([OH:25])=O)[CH2:9]3)[CH:6]=[CH:5][CH:4]=[CH:3][CH:2]=1.S(Cl)([Cl:28])=O. Product: [C:1]1([CH:7]2[N:12]([S:13]([C:16]3[CH:21]=[CH:20][C:19]([CH3:22])=[CH:18][CH:17]=3)(=[O:15])=[O:14])[CH2:11][CH:10]3[C:8]2([C:23]([Cl:28])=[O:25])[CH2:9]3)[CH:6]=[CH:5][CH:4]=[CH:3][CH:2]=1. The catalyst class is: 575.